Dataset: Forward reaction prediction with 1.9M reactions from USPTO patents (1976-2016). Task: Predict the product of the given reaction. The product is: [NH:16]1[C:17]2[C:13](=[CH:12][C:11]([NH:10][C:6]3([CH2:4][OH:3])[CH2:9][CH2:8][CH2:7]3)=[CH:19][CH:18]=2)[CH:14]=[N:15]1. Given the reactants C([O:3][C:4]([C:6]1([NH:10][C:11]2[CH:12]=[C:13]3[C:17](=[CH:18][CH:19]=2)[NH:16][N:15]=[CH:14]3)[CH2:9][CH2:8][CH2:7]1)=O)C.[H-].[H-].[H-].[H-].[Li+].[Al+3], predict the reaction product.